From a dataset of Reaction yield outcomes from USPTO patents with 853,638 reactions. Predict the reaction yield, written as a fraction of the theoretical maximum amount of product (1.0 means a 100% yield; for example, 0.34 means a 34% yield). (1) The reactants are [Br:1][C:2]1[CH:3]=[C:4]([NH:13][CH:14]2[CH2:19][CH2:18][O:17][CH2:16][CH2:15]2)[C:5]([CH3:12])=[C:6]([CH:11]=1)[C:7]([O:9][CH3:10])=[O:8].[CH:20](=O)[CH3:21].C(O)(=O)C.C(O[BH-](OC(=O)C)OC(=O)C)(=O)C.[Na+].C(=O)(O)[O-].[Na+]. The catalyst is ClC(Cl)C. The product is [Br:1][C:2]1[CH:3]=[C:4]([N:13]([CH2:20][CH3:21])[CH:14]2[CH2:19][CH2:18][O:17][CH2:16][CH2:15]2)[C:5]([CH3:12])=[C:6]([CH:11]=1)[C:7]([O:9][CH3:10])=[O:8]. The yield is 0.930. (2) The reactants are [O:1]=[C:2]1[CH:7]=[CH:6][N:5]([C:8]2[CH:13]=[CH:12][CH:11]=[C:10]([C:14]([F:17])([F:16])[F:15])[CH:9]=2)[N:4]=[C:3]1[CH:18]=O.[CH3:20][NH2:21].[CH2:22]=[N:23][CH:24](S(C1C=CC(C)=CC=1)(=O)=O)[C:25]1[CH:30]=[CH:29][CH:28]=[CH:27][CH:26]=1.C([O-])([O-])=O.[K+].[K+]. The yield is 0.760. The catalyst is CN(C=O)C.O. The product is [CH3:20][N:21]1[C:18]([C:3]2[C:2](=[O:1])[CH:7]=[CH:6][N:5]([C:8]3[CH:13]=[CH:12][CH:11]=[C:10]([C:14]([F:17])([F:16])[F:15])[CH:9]=3)[N:4]=2)=[C:24]([C:25]2[CH:30]=[CH:29][CH:28]=[CH:27][CH:26]=2)[N:23]=[CH:22]1. (3) The reactants are C[O:2][C:3]([C:5]1[S:6][CH:7]=[C:8]([S:11]([C:14]2[CH:19]=[CH:18][C:17]([Cl:20])=[CH:16][CH:15]=2)(=[O:13])=[O:12])[C:9]=1[CH3:10])=O.CC(C[AlH]CC(C)C)C. The catalyst is O1CCCC1.C(Cl)Cl. The product is [Cl:20][C:17]1[CH:16]=[CH:15][C:14]([S:11]([C:8]2[C:9]([CH3:10])=[C:5]([CH2:3][OH:2])[S:6][CH:7]=2)(=[O:13])=[O:12])=[CH:19][CH:18]=1. The yield is 0.870. (4) The product is [O:26]1[CH2:31][CH2:30][CH2:29][CH2:28][CH:27]1[O:32][CH2:33][C:34]#[C:35][CH2:36][I:25]. The catalyst is ClCCl. The yield is 0.560. The reactants are C1(P(C2C=CC=CC=2)C2C=CC=CC=2)C=CC=CC=1.N1C=CN=C1.[I-:25].[O:26]1[CH2:31][CH2:30][CH2:29][CH2:28][CH:27]1[O:32][CH2:33][C:34]#[C:35][CH2:36]O. (5) The reactants are [Br:1][C:2]1[CH:3]=[C:4]2[C:9](=[O:10])[O:8][C:6](=O)[C:5]2=[CH:11][CH:12]=1.Br.[NH2:14][C@@:15]1([CH3:23])[CH2:20][CH2:19][C:18](=[O:21])[NH:17][C:16]1=[O:22].C([O-])(=O)C.[Na+]. The catalyst is C(O)(=O)C. The product is [Br:1][C:2]1[CH:3]=[C:4]2[C:5](=[CH:11][CH:12]=1)[C:6](=[O:8])[N:14]([C@@:15]1([CH3:23])[CH2:20][CH2:19][C:18](=[O:21])[NH:17][C:16]1=[O:22])[C:9]2=[O:10]. The yield is 0.540. (6) The reactants are S(Cl)([Cl:3])=O.[C:5]1([NH:15][CH2:16][C:17]([OH:19])=[O:18])[C:14]2[C:9](=[CH:10][CH:11]=[CH:12][CH:13]=2)[CH:8]=[CH:7][CH:6]=1.[CH3:20]O. The catalyst is C(OCC)C. The product is [ClH:3].[CH3:20][O:18][C:17](=[O:19])[CH2:16][NH:15][C:5]1[C:14]2[C:9](=[CH:10][CH:11]=[CH:12][CH:13]=2)[CH:8]=[CH:7][CH:6]=1. The yield is 0.980.